Dataset: Drug-target binding data from BindingDB using IC50 measurements. Task: Regression. Given a target protein amino acid sequence and a drug SMILES string, predict the binding affinity score between them. We predict pIC50 (pIC50 = -log10(IC50 in M); higher means more potent). Dataset: bindingdb_ic50. (1) The compound is Cc1[nH]c(-c2cc(S(C)(=O)=O)ccc2Oc2ccc(F)cc2F)c2c1C(=O)NCC2. The target protein (Q9NSI6) has sequence MAEPSSARRPVPLIESELYFLIARYLSAGPCRRAAQVLVQELEQYQLLPKRLDWEGNEHNRSYEELVLSNKHVAPDHLLQICQRIGPMLDKEIPPSISRVTSLLGAGRQSLLRTAKDCRHTVWKGSAFAALHRGRPPEMPVNYGSPPNLVEIHRGKQLTGCSTFSTAFPGTMYQHIKMHRRILGHLSAVYCVAFDRTGHRIFTGSDDCLVKIWSTHNGRLLSTLRGHSAEISDMAVNYENTMIAAGSCDKIIRVWCLRTCAPVAVLQGHTGSITSLQFSPMAKGSQRYMVSTGADGTVCFWQWDLESLKFSPRPLKFTEKPRPGVQMLCSSFSVGGMFLATGSTDHVIRMYFLGFEAPEKIAELESHTDKVDSIQFCNNGDRFLSGSRDGTARIWRFEQLEWRSILLDMATRISGDLSSEEERFMKPKVTMIAWNQNDSIVVTAVNDHVLKVWNSYTGQLLHNLMGHADEVFVLETHPFDSRIMLSAGHDGSIFIWDITK.... The pIC50 is 5.0. (2) The small molecule is O=C(CP(=O)(O)O)NO. The target protein (P09104) has sequence MSIEKIWAREILDSRGNPTVEVDLYTAKGLFRAAVPSGASTGIYEALELRDGDKQRYLGKGVLKAVDHINSTIAPALISSGLSVVEQEKLDNLMLELDGTENKSKFGANAILGVSLAVCKAGAAERELPLYRHIAQLAGNSDLILPVPAFNVINGGSHAGNKLAMQEFMILPVGAESFRDAMRLGAEVYHTLKGVIKDKYGKDATNVGDEGGFAPNILENSEALELVKEAIDKAGYTEKIVIGMDVAASEFYRDGKYDLDFKSPTDPSRYITGDQLGALYQDFVRDYPVVSIEDPFDQDDWAAWSKFTANVGIQIVGDDLTVTNPKRIERAVEEKACNCLLLKVNQIGSVTEAIQACKLAQENGWGVMVSHRSGETEDTFIADLVVGLCTGQIKTGAPCRSERLAKYNQLMRIEEELGDEARFAGHNFRNPSVL. The pIC50 is 7.2. (3) The drug is Nc1cccc2c1C(=O)N(c1ccccc1)C2=O. The target protein sequence is MAKAAAIGIDLGTTYSCVGVFQHGKGERNVLIFDLGGGTFDVSILTIDDGIFEVKATAGDTHLGGEDFDNRLVNHFVEEFKRKHKKDISQNKRAVRRLRTACERAKRTLSSSTQASLEIDSLFEGIDFYTSITRARFEELCSDLFRSTLEPVEKALRDAKLDKAQIHDLVLVGGSTRIPKVQKLLQDFFNGRDLNKSINPDEAVAYGAAVQAAILMGDKSENVQDLLLLDVAPLSLGLETAGGVMTALIKRNSTIPTKQTQIFTTYSDNQPGVLIQVYEGERAMTKDNNLLGRFELSGIPPAPRGVPQIEVTFDIDANGILNVTATDKSTGKANKITITNDKGRLSKEEIERMVQEAEKYKAEDEVQRERVSAKNALESYAFNMKSAVEDEGLKGKISEADKKKVLDKCQEVISWLDANTLAEKDEFEHKRKELEQVCNPIISGLYQGAGGPGPGGFGAQGPKGGSGSGPTIEEVD. The pIC50 is 4.0. (4) The drug is CNC(=O)[C@H](Cc1c[nH]c2ccccc12)NC(=O)[C@H](CSC)NC(=O)CS. The target protein (P48032) has sequence MTPWLGLVVLLSCWSLGHWGTEACTCSPSHPQDAFCNSDIVIRAKVVGKKLVKEGPFGTLVYTIKQMKMYRGFSKMPHVQYIHTEASESLCGLKLEVNKYQYLLTGRVYEGKMYTGLCNFVERWDHLTLSQRKGLNYRYHLGCNCKIKSCYYLPCFVTSKKECLWTDMLSNFGYPGYQSKHYACIRQKGGYCSWYRGWAPPDKSISNATDP. The pIC50 is 6.1. (5) The compound is Cc1cccc(C(=O)NOCCCCCC(=O)NO)c1. The target protein (Q96DB2) has sequence MLHTTQLYQHVPETRWPIVYSPRYNITFMGLEKLHPFDAGKWGKVINFLKEEKLLSDSMLVEAREASEEDLLVVHTRRYLNELKWSFAVATITEIPPVIFLPNFLVQRKVLRPLRTQTGGTIMAGKLAVERGWAINVGGGFHHCSSDRGGGFCAYADITLAIKFLFERVEGISRATIIDLDAHQGNGHERDFMDDKRVYIMDVYNRHIYPGDRFAKQAIRRKVELEWGTEDDEYLDKVERNIKKSLQEHLPDVVVYNAGTDILEGDRLGGLSISPAGIVKRDELVFRMVRGRRVPILMVTSGGYQKRTARIIADSILNLFGLGLIGPESPSVSAQNSDTPLLPPAVP. The pIC50 is 5.7.